Dataset: NCI-60 drug combinations with 297,098 pairs across 59 cell lines. Task: Regression. Given two drug SMILES strings and cell line genomic features, predict the synergy score measuring deviation from expected non-interaction effect. (1) Drug 1: CNC(=O)C1=CC=CC=C1SC2=CC3=C(C=C2)C(=NN3)C=CC4=CC=CC=N4. Drug 2: COC1=NC(=NC2=C1N=CN2C3C(C(C(O3)CO)O)O)N. Cell line: CAKI-1. Synergy scores: CSS=-6.75, Synergy_ZIP=-3.02, Synergy_Bliss=-11.4, Synergy_Loewe=-12.0, Synergy_HSA=-11.6. (2) Drug 1: CN(C)C1=NC(=NC(=N1)N(C)C)N(C)C. Drug 2: COC1=NC(=NC2=C1N=CN2C3C(C(C(O3)CO)O)O)N. Cell line: TK-10. Synergy scores: CSS=-2.72, Synergy_ZIP=2.92, Synergy_Bliss=6.24, Synergy_Loewe=-0.811, Synergy_HSA=-0.0967.